This data is from Forward reaction prediction with 1.9M reactions from USPTO patents (1976-2016). The task is: Predict the product of the given reaction. (1) Given the reactants [CH3:1][C:2]1[N:6]=[CH:5][N:4]([C:7]2[CH:18]=[CH:17][C:16]([N+:19]([O-:21])=[O:20])=[CH:15][C:8]=2[O:9][CH2:10][CH2:11][CH2:12][CH2:13][NH2:14])[N:3]=1.[C:22]([OH:28])([C:24]([F:27])([F:26])[F:25])=[O:23].[Cl:29][C:30]1[N:31]=[C:32](Cl)[C:33]2[CH2:39][N:38]([CH3:40])[CH2:37][CH:36]([C:41]3[CH:46]=[CH:45][C:44]([F:47])=[CH:43][CH:42]=3)[C:34]=2[N:35]=1.CCN(C(C)C)C(C)C, predict the reaction product. The product is: [Cl:29][C:30]1[N:31]=[C:32]([NH:14][CH2:13][CH2:12][CH2:11][CH2:10][O:9][C:8]2[CH:15]=[C:16]([N+:19]([O-:21])=[O:20])[CH:17]=[CH:18][C:7]=2[N:4]2[CH:5]=[N:6][C:2]([CH3:1])=[N:3]2)[C:33]2[CH2:39][N:38]([CH3:40])[CH2:37][CH:36]([C:41]3[CH:46]=[CH:45][C:44]([F:47])=[CH:43][CH:42]=3)[C:34]=2[N:35]=1.[C:22]([OH:28])([C:24]([F:27])([F:26])[F:25])=[O:23]. (2) Given the reactants C1(P(C2CCCCC2)C2C=CC=CC=2C2C(OC)=CC=CC=2OC)CCCCC1.C([O:32][C:33](=[O:54])[CH2:34][C:35]1[CH:40]=[CH:39][C:38]([O:41][CH:42]([CH3:44])[CH3:43])=[C:37](B2OC(C)(C)C(C)(C)O2)[CH:36]=1)C.P([O-])([O-])([O-])=O.[K+].[K+].[K+].[CH2:63]([O:70][C:71]([N:73]1[CH2:82][CH2:81][C:80]2[C:75](=[C:76](Cl)[CH:77]=[CH:78][C:79]=2[C:83]#[N:84])[CH2:74]1)=[O:72])[C:64]1[CH:69]=[CH:68][CH:67]=[CH:66][CH:65]=1, predict the reaction product. The product is: [CH2:63]([O:70][C:71]([N:73]1[CH2:82][CH2:81][C:80]2[C:75](=[C:76]([C:37]3[CH:36]=[C:35]([CH2:34][C:33]([OH:32])=[O:54])[CH:40]=[CH:39][C:38]=3[O:41][CH:42]([CH3:43])[CH3:44])[CH:77]=[CH:78][C:79]=2[C:83]#[N:84])[CH2:74]1)=[O:72])[C:64]1[CH:69]=[CH:68][CH:67]=[CH:66][CH:65]=1. (3) Given the reactants [CH:1]([C:3]1[S:10][C:9]2[CH:8]=[C:7]([C:11]([OH:13])=[O:12])[NH:6][C:5]=2[CH:4]=1)=O.Cl.[NH2:15]O, predict the reaction product. The product is: [C:1]([C:3]1[S:10][C:9]2[CH:8]=[C:7]([C:11]([OH:13])=[O:12])[NH:6][C:5]=2[CH:4]=1)#[N:15].